From a dataset of Peptide-MHC class I binding affinity with 185,985 pairs from IEDB/IMGT. Regression. Given a peptide amino acid sequence and an MHC pseudo amino acid sequence, predict their binding affinity value. This is MHC class I binding data. (1) The peptide sequence is FIKDRATAV. The MHC is HLA-A80:01 with pseudo-sequence HLA-A80:01. The binding affinity (normalized) is 0.0847. (2) The peptide sequence is AGELIRILQR. The MHC is Mamu-B8301 with pseudo-sequence Mamu-B8301. The binding affinity (normalized) is 0.833. (3) The peptide sequence is RLDGTTLEV. The MHC is HLA-A02:01 with pseudo-sequence HLA-A02:01. The binding affinity (normalized) is 0.671.